This data is from Catalyst prediction with 721,799 reactions and 888 catalyst types from USPTO. The task is: Predict which catalyst facilitates the given reaction. (1) Reactant: [CH3:1][O:2][C:3]([C:5]1[CH:10]=[CH:9][C:8](OC)=[C:7]([N+:13]([O-:15])=[O:14])[N:6]=1)=[O:4].[CH:16]1([NH2:22])[CH2:21][CH2:20][CH2:19][CH2:18][CH2:17]1. Product: [CH3:1][O:2][C:3]([C:5]1[CH:10]=[CH:9][C:8]([NH:22][CH:16]2[CH2:21][CH2:20][CH2:19][CH2:18][CH2:17]2)=[C:7]([N+:13]([O-:15])=[O:14])[N:6]=1)=[O:4]. The catalyst class is: 3. (2) Reactant: [C:1]([N:8]1[CH2:13][CH2:12][C:11](=O)[CH2:10][CH2:9]1)([O:3][C:4]([CH3:7])([CH3:6])[CH3:5])=[O:2].[N:15]1[C:24]2[CH:23]([NH2:25])[CH2:22][CH2:21][CH2:20][C:19]=2[CH:18]=[CH:17][CH:16]=1.C(O[BH-](OC(=O)C)OC(=O)C)(=O)C.[Na+].C(O)(=O)C. Product: [C:4]([O:3][C:1]([N:8]1[CH2:13][CH2:12][CH:11]([NH:25][CH:23]2[C:24]3[N:15]=[CH:16][CH:17]=[CH:18][C:19]=3[CH2:20][CH2:21][CH2:22]2)[CH2:10][CH2:9]1)=[O:2])([CH3:7])([CH3:6])[CH3:5]. The catalyst class is: 1. (3) Reactant: [Cl:1][C:2]1[CH:3]=[N+:4]([O-:49])[CH:5]=[C:6]([Cl:48])[C:7]=1[CH2:8][C@@H:9]([C:33]1[CH:38]=[CH:37][C:36]([O:39][CH:40]([F:42])[F:41])=[C:35]([O:43][CH2:44][CH:45]2[CH2:47][CH2:46]2)[CH:34]=1)[O:10][C:11](=[O:32])[C:12]1[CH:17]=[CH:16][C:15]([OH:18])=[C:14]([N:19]([CH2:24][CH2:25][N:26]2[CH2:31][CH2:30][O:29][CH2:28][CH2:27]2)[S:20]([CH3:23])(=[O:22])=[O:21])[CH:13]=1.Cl.CCOCC.CCOCC. Product: [ClH:1].[Cl:48][C:6]1[CH:5]=[N+:4]([O-:49])[CH:3]=[C:2]([Cl:1])[C:7]=1[CH2:8][C@@H:9]([C:33]1[CH:38]=[CH:37][C:36]([O:39][CH:40]([F:41])[F:42])=[C:35]([O:43][CH2:44][CH:45]2[CH2:46][CH2:47]2)[CH:34]=1)[O:10][C:11](=[O:32])[C:12]1[CH:17]=[CH:16][C:15]([OH:18])=[C:14]([N:19]([CH2:24][CH2:25][N:26]2[CH2:27][CH2:28][O:29][CH2:30][CH2:31]2)[S:20]([CH3:23])(=[O:21])=[O:22])[CH:13]=1. The catalyst class is: 13. (4) Reactant: C([Mg]Cl)(C)C.[Br:6][C:7]1[CH:12]=[CH:11][C:10]([F:13])=[CH:9][C:8]=1I.C([O:18][B:19](OC(C)C)[O:20]C(C)C)(C)C.[OH-].[Na+].Cl. Product: [Br:6][C:7]1[CH:12]=[CH:11][C:10]([F:13])=[CH:9][C:8]=1[B:19]([OH:20])[OH:18]. The catalyst class is: 1.